Dataset: Full USPTO retrosynthesis dataset with 1.9M reactions from patents (1976-2016). Task: Predict the reactants needed to synthesize the given product. The reactants are: [F:1][C:2]1[CH:3]=[C:4]([CH:7]=[CH:8][C:9]=1[N:10]1[CH2:15][CH2:14][CH2:13][CH:12]([OH:16])[CH2:11]1)[C:5]#[N:6].CC(OI1(OC(C)=O)(OC(C)=O)OC(=O)C2C=CC=CC1=2)=O. Given the product [F:1][C:2]1[CH:3]=[C:4]([CH:7]=[CH:8][C:9]=1[N:10]1[CH2:15][CH2:14][CH2:13][C:12](=[O:16])[CH2:11]1)[C:5]#[N:6], predict the reactants needed to synthesize it.